From a dataset of CYP1A2 inhibition data for predicting drug metabolism from PubChem BioAssay. Regression/Classification. Given a drug SMILES string, predict its absorption, distribution, metabolism, or excretion properties. Task type varies by dataset: regression for continuous measurements (e.g., permeability, clearance, half-life) or binary classification for categorical outcomes (e.g., BBB penetration, CYP inhibition). Dataset: cyp1a2_veith. (1) The drug is N#Cc1cc2nc([O-])c([O-])nc2cc1[N+](=O)[O-]. The result is 1 (inhibitor). (2) The result is 1 (inhibitor). The compound is CCOC(=O)C(=CNc1ncccc1C)C(=O)OCC. (3) The compound is c1ccc2c([C@@H]3CCN(CCN4CCOCC4)C3)c[nH]c2c1. The result is 0 (non-inhibitor). (4) The molecule is Nc1ncnc2c1ncn2[C@@H]1O[C@@H]2COP(=O)(O)O[C@H]2[C@@H]1O. The result is 0 (non-inhibitor).